From a dataset of Forward reaction prediction with 1.9M reactions from USPTO patents (1976-2016). Predict the product of the given reaction. (1) Given the reactants C([O:3][C:4](=[O:20])[CH:5]([CH2:11][C:12]1[CH:17]=[CH:16][C:15]([F:18])=[CH:14][C:13]=1[Br:19])C(OCC)=O)C.[OH-].[K+], predict the reaction product. The product is: [Br:19][C:13]1[CH:14]=[C:15]([F:18])[CH:16]=[CH:17][C:12]=1[CH2:11][CH2:5][C:4]([OH:20])=[O:3]. (2) Given the reactants [CH2:1]([O:8][C:9]1[N:10]=[N:11][C:12]([CH:23]=[CH2:24])=[CH:13][C:14]=1[O:15][CH2:16][C:17]1[CH:22]=[CH:21][CH:20]=[CH:19][CH:18]=1)[C:2]1[CH:7]=[CH:6][CH:5]=[CH:4][CH:3]=1.C(=O)([O-])[O-].[Cs+].[Cs+].Cl[C:32]1[CH:37]=[CH:36][C:35]([C:38]([F:41])([F:40])[F:39])=[C:34]([C:42]([F:45])([F:44])[F:43])[CH:33]=1, predict the reaction product. The product is: [CH2:1]([O:8][C:9]1[N:10]=[N:11][C:12](/[CH:23]=[CH:24]/[C:37]2[CH:32]=[CH:33][C:34]([C:42]([F:43])([F:45])[F:44])=[C:35]([C:38]([F:39])([F:41])[F:40])[CH:36]=2)=[CH:13][C:14]=1[O:15][CH2:16][C:17]1[CH:22]=[CH:21][CH:20]=[CH:19][CH:18]=1)[C:2]1[CH:3]=[CH:4][CH:5]=[CH:6][CH:7]=1. (3) The product is: [O:9]1[CH2:8][CH2:7][CH:6]([C:4](=[O:5])[CH3:13])[CH2:11][CH2:10]1. Given the reactants CON(C)[C:4]([CH:6]1[CH2:11][CH2:10][O:9][CH2:8][CH2:7]1)=[O:5].[CH3:13][Mg]Br, predict the reaction product.